Dataset: Full USPTO retrosynthesis dataset with 1.9M reactions from patents (1976-2016). Task: Predict the reactants needed to synthesize the given product. (1) Given the product [C:10]([O:13][CH2:14][C:15]([CH3:45])([CH3:44])[CH2:16][N:17]1[C:23]2[CH:24]=[CH:25][C:26]([Cl:28])=[CH:27][C:22]=2[C@@H:21]([C:29]2[CH:34]=[CH:33][CH:32]=[C:31]([O:35][CH3:36])[C:30]=2[O:37][CH3:38])[O:20][C@H:19]([CH2:39][CH2:40][C:41]([NH2:42])=[S:2])[C:18]1=[O:43])(=[O:12])[CH3:11], predict the reactants needed to synthesize it. The reactants are: P(OCC)(OCC)([S-])=[S:2].[C:10]([O:13][CH2:14][C:15]([CH3:45])([CH3:44])[CH2:16][N:17]1[C:23]2[CH:24]=[CH:25][C:26]([Cl:28])=[CH:27][C:22]=2[C@@H:21]([C:29]2[CH:34]=[CH:33][CH:32]=[C:31]([O:35][CH3:36])[C:30]=2[O:37][CH3:38])[O:20][C@H:19]([CH2:39][CH2:40][C:41]#[N:42])[C:18]1=[O:43])(=[O:12])[CH3:11].Cl. (2) The reactants are: [CH3:1][O:2][C:3]1[CH:4]=[CH:5][C:6]2[N:7]([C:9]([C:12]([O:14]CC)=O)=[N:10][N:11]=2)[CH:8]=1.Cl.Cl.[F:19][C:20]([F:38])([F:37])[C:21]1[CH:22]=[C:23]([CH:31]2[CH2:36][CH2:35][NH:34][CH2:33][CH2:32]2)[CH:24]=[C:25]([C:27]([F:30])([F:29])[F:28])[CH:26]=1.F[P-](F)(F)(F)(F)F.N1(O[P+](N(C)C)(N(C)C)N(C)C)C2C=CC=CC=2N=N1.C(N(C(C)C)CC)(C)C. Given the product [F:38][C:20]([F:19])([F:37])[C:21]1[CH:22]=[C:23]([CH:31]2[CH2:36][CH2:35][N:34]([C:12]([C:9]3[N:7]4[CH:8]=[C:3]([O:2][CH3:1])[CH:4]=[CH:5][C:6]4=[N:11][N:10]=3)=[O:14])[CH2:33][CH2:32]2)[CH:24]=[C:25]([C:27]([F:29])([F:30])[F:28])[CH:26]=1, predict the reactants needed to synthesize it. (3) Given the product [Br:6][C:7]1[CH:37]=[CH:36][C:10]([CH2:11][CH:12]([NH:25][C:26](=[O:35])[O:27][CH2:28][C:29]2[CH:34]=[CH:33][CH:32]=[CH:31][CH:30]=2)[C:13]2[NH:15][CH:16]=[C:17]([CH2:18][C:19]([CH3:23])([CH3:22])[CH2:20][CH3:21])[N:5]=2)=[CH:9][CH:8]=1, predict the reactants needed to synthesize it. The reactants are: C([O-])(=O)C.[NH4+:5].[Br:6][C:7]1[CH:37]=[CH:36][C:10]([CH2:11][CH:12]([NH:25][C:26](=[O:35])[O:27][CH2:28][C:29]2[CH:34]=[CH:33][CH:32]=[CH:31][CH:30]=2)[C:13]([NH:15][CH2:16][C:17](=O)[CH2:18][C:19]([CH3:23])([CH3:22])[CH2:20][CH3:21])=O)=[CH:9][CH:8]=1. (4) Given the product [CH:28]([O:19][C:18](=[O:20])[CH2:17][CH2:16][CH2:15][CH2:14][CH2:13][CH2:12][N:6]1[C:7](=[O:11])[CH2:8][CH2:9][CH2:10][C@@H:5]1/[CH:4]=[CH:3]/[CH:2]([OH:1])[CH2:21][C:22]1[CH:23]=[CH:24][CH:25]=[CH:26][CH:27]=1)([CH3:30])[CH3:29], predict the reactants needed to synthesize it. The reactants are: [OH:1][CH:2]([CH2:21][C:22]1[CH:27]=[CH:26][CH:25]=[CH:24][CH:23]=1)/[CH:3]=[CH:4]/[C@H:5]1[CH2:10][CH2:9][CH2:8][C:7](=[O:11])[N:6]1[CH2:12][CH2:13][CH2:14][CH2:15][CH2:16][CH2:17][C:18]([OH:20])=[O:19].[CH:28](N=NNC1C=CC(C)=CC=1)([CH3:30])[CH3:29].